Dataset: Full USPTO retrosynthesis dataset with 1.9M reactions from patents (1976-2016). Task: Predict the reactants needed to synthesize the given product. (1) The reactants are: [OH:1][C:2]1[CH:3]=[C:4]([C:8]23[CH2:15][CH2:14][C:11]([CH2:16][CH2:17][CH:18]4[CH2:20][CH:19]4[C:21]([O:23][CH3:24])=[O:22])([CH2:12][CH2:13]2)[CH2:10][O:9]3)[CH:5]=[CH:6][CH:7]=1.[Si:25]([O:32][C:33]1[CH:34]=[C:35](B(O)O)[CH:36]=[CH:37][CH:38]=1)([C:28]([CH3:31])([CH3:30])[CH3:29])([CH3:27])[CH3:26].N1C=CC=CC=1.CC1C=CC(S(OCC23CCC(C4SC(C)=NC=4C4C=CC=CC=4)(CC2)OC3)(=O)=O)=CC=1. Given the product [Si:25]([O:32][C:33]1[CH:34]=[C:35]([CH:36]=[CH:37][CH:38]=1)[O:1][C:2]1[CH:3]=[C:4]([C:8]23[CH2:15][CH2:14][C:11]([CH2:16][CH2:17][CH:18]4[CH2:20][CH:19]4[C:21]([O:23][CH3:24])=[O:22])([CH2:12][CH2:13]2)[CH2:10][O:9]3)[CH:5]=[CH:6][CH:7]=1)([C:28]([CH3:31])([CH3:30])[CH3:29])([CH3:27])[CH3:26], predict the reactants needed to synthesize it. (2) The reactants are: [OH:1][C:2]1[CH:3]=[C:4]([C:14]([NH:16][C:17]2[N:22]=[CH:21][C:20]([C:23]([O:25][CH3:26])=[O:24])=[CH:19][CH:18]=2)=[O:15])[CH:5]=[C:6]([O:8][C@@H:9]([CH3:13])[CH2:10][O:11][CH3:12])[CH:7]=1.[CH3:27][C:28]1[CH:29]=[C:30](B(O)O)[CH:31]=[CH:32][CH:33]=1. Given the product [CH3:13][C@H:9]([O:8][C:6]1[CH:5]=[C:4]([C:14]([NH:16][C:17]2[N:22]=[CH:21][C:20]([C:23]([O:25][CH3:26])=[O:24])=[CH:19][CH:18]=2)=[O:15])[CH:3]=[C:2]([O:1][C:32]2[CH:31]=[CH:30][CH:29]=[C:28]([CH3:27])[CH:33]=2)[CH:7]=1)[CH2:10][O:11][CH3:12], predict the reactants needed to synthesize it. (3) Given the product [CH2:52]([N:11]([CH3:10])[CH2:12][CH2:13][CH:14]([NH:22][C:23]1[CH:24]=[C:25]2[C:34](=[CH:35][CH:36]=1)[S:33][C:32]1[C:31]([C:37]3[NH:42][C:41](=[O:43])[CH:40]=[C:39]([N:44]4[CH2:8][CH2:7][O:47][CH2:48][CH2:49]4)[CH:38]=3)=[CH:30][CH:29]=[CH:28][C:27]=1[S:26]2)[C:15]1[CH:20]=[CH:19][CH:18]=[C:17]([CH3:21])[N:16]=1)[CH3:53], predict the reactants needed to synthesize it. The reactants are: C(=O)([O-])[O-].[K+].[K+].[CH2:7](I)[CH3:8].[CH3:10][NH:11][CH2:12][CH2:13][CH:14]([NH:22][C:23]1[CH:24]=[C:25]2[C:34](=[CH:35][CH:36]=1)[S:33][C:32]1[C:31]([C:37]3[NH:42][C:41](=[O:43])[CH:40]=[C:39]([N:44]4[CH2:49][CH2:48][O:47]CC4)[CH:38]=3)=[CH:30][CH:29]=[CH:28][C:27]=1[S:26]2)[C:15]1[CH:20]=[CH:19][CH:18]=[C:17]([CH3:21])[N:16]=1.O.O1CC[CH2:53][CH2:52]1. (4) Given the product [F:1][C:2]1[CH:3]=[CH:4][C:5]([NH:11][CH2:12][C:13]([F:19])([F:18])[C:14]([F:17])([F:16])[F:15])=[C:6]([CH:10]=1)[C:7]([NH:25][C:21]([CH3:22])([C:23]#[CH:24])[CH3:20])=[O:9], predict the reactants needed to synthesize it. The reactants are: [F:1][C:2]1[CH:3]=[CH:4][C:5]([NH:11][CH2:12][C:13]([F:19])([F:18])[C:14]([F:17])([F:16])[F:15])=[C:6]([CH:10]=1)[C:7]([OH:9])=O.[CH3:20][C:21]([NH2:25])([C:23]#[CH:24])[CH3:22].CCN=C=NCCCN(C)C.CCN(C(C)C)C(C)C.C1C=CC2N(O)N=NC=2C=1. (5) Given the product [F:1][C:2]1[CH:3]=[C:4]([CH:24]=[C:25]([F:27])[CH:26]=1)[O:5][CH2:6][CH2:7][N:8]([CH3:23])[CH2:9][CH2:10][CH2:11][NH2:12], predict the reactants needed to synthesize it. The reactants are: [F:1][C:2]1[CH:3]=[C:4]([CH:24]=[C:25]([F:27])[CH:26]=1)[O:5][CH2:6][CH2:7][N:8]([CH3:23])[CH2:9][CH2:10][CH2:11][N:12]1C(=O)C2C(=CC=CC=2)C1=O.O.NN.